From a dataset of NCI-60 drug combinations with 297,098 pairs across 59 cell lines. Regression. Given two drug SMILES strings and cell line genomic features, predict the synergy score measuring deviation from expected non-interaction effect. (1) Drug 1: CC1=CC2C(CCC3(C2CCC3(C(=O)C)OC(=O)C)C)C4(C1=CC(=O)CC4)C. Drug 2: CCCS(=O)(=O)NC1=C(C(=C(C=C1)F)C(=O)C2=CNC3=C2C=C(C=N3)C4=CC=C(C=C4)Cl)F. Cell line: NCI-H522. Synergy scores: CSS=7.69, Synergy_ZIP=-0.0754, Synergy_Bliss=2.50, Synergy_Loewe=0.538, Synergy_HSA=1.75. (2) Drug 1: CC12CCC3C(C1CCC2=O)CC(=C)C4=CC(=O)C=CC34C. Drug 2: CCN(CC)CCNC(=O)C1=C(NC(=C1C)C=C2C3=C(C=CC(=C3)F)NC2=O)C. Cell line: SF-295. Synergy scores: CSS=48.3, Synergy_ZIP=3.71, Synergy_Bliss=1.62, Synergy_Loewe=1.61, Synergy_HSA=1.62. (3) Drug 1: CC1=C(C=C(C=C1)NC2=NC=CC(=N2)N(C)C3=CC4=NN(C(=C4C=C3)C)C)S(=O)(=O)N.Cl. Cell line: MCF7. Drug 2: CC12CCC3C(C1CCC2O)C(CC4=C3C=CC(=C4)O)CCCCCCCCCS(=O)CCCC(C(F)(F)F)(F)F. Synergy scores: CSS=17.9, Synergy_ZIP=0.114, Synergy_Bliss=-3.33, Synergy_Loewe=-9.68, Synergy_HSA=-5.41. (4) Drug 1: C1CC(=O)NC(=O)C1N2CC3=C(C2=O)C=CC=C3N. Drug 2: CNC(=O)C1=NC=CC(=C1)OC2=CC=C(C=C2)NC(=O)NC3=CC(=C(C=C3)Cl)C(F)(F)F. Cell line: T-47D. Synergy scores: CSS=8.42, Synergy_ZIP=-0.798, Synergy_Bliss=-1.000, Synergy_Loewe=-13.7, Synergy_HSA=-0.429.